This data is from Forward reaction prediction with 1.9M reactions from USPTO patents (1976-2016). The task is: Predict the product of the given reaction. The product is: [NH2:1][C@@H:2]([C:23]([O:25][CH2:26][CH3:27])=[O:24])[CH2:3][CH2:4][C:5]([NH:7][C@@H:8]([C:19]([O:21][CH3:22])=[O:20])[CH2:9][C:10]1[C:18]2[C:13](=[CH:14][CH:15]=[CH:16][CH:17]=2)[NH:12][CH:11]=1)=[O:6]. Given the reactants [NH:1](C(OCC1C=CC=CC=1)=O)[C@@H:2]([C:23]([O:25][CH2:26][CH3:27])=[O:24])[CH2:3][CH2:4][C:5]([NH:7][C@@H:8]([C:19]([O:21][CH3:22])=[O:20])[CH2:9][C:10]1[C:18]2[C:13](=[CH:14][CH:15]=[CH:16][CH:17]=2)[NH:12][CH:11]=1)=[O:6], predict the reaction product.